From a dataset of Full USPTO retrosynthesis dataset with 1.9M reactions from patents (1976-2016). Predict the reactants needed to synthesize the given product. (1) Given the product [Br:13][C:14]1[CH:15]=[C:16]([CH:18]=[CH:19][CH:20]=1)[NH:17][C:3]1[C:4]2[CH:12]=[CH:11][N:10]=[CH:9][C:5]=2[N:6]=[CH:7][N:8]=1, predict the reactants needed to synthesize it. The reactants are: CS[C:3]1[C:4]2[CH:12]=[CH:11][N:10]=[CH:9][C:5]=2[N:6]=[CH:7][N:8]=1.[Br:13][C:14]1[CH:15]=[C:16]([CH:18]=[CH:19][CH:20]=1)[NH2:17]. (2) Given the product [CH:15]1([NH:18][C:19]([C:21]2[CH:22]=[C:23]([F:31])[C:24]([CH3:30])=[C:25]([C:10]3[N:9]=[CH:8][C:7]([C:6]([NH:5][C:1]([CH3:4])([CH3:3])[CH3:2])=[O:14])=[CH:12][CH:11]=3)[CH:26]=2)=[O:20])[CH2:17][CH2:16]1, predict the reactants needed to synthesize it. The reactants are: [C:1]([NH:5][C:6](=[O:14])[C:7]1[CH:12]=[CH:11][C:10](Cl)=[N:9][CH:8]=1)([CH3:4])([CH3:3])[CH3:2].[CH:15]1([NH:18][C:19]([C:21]2[CH:22]=[C:23]([F:31])[C:24]([CH3:30])=[C:25](B(O)O)[CH:26]=2)=[O:20])[CH2:17][CH2:16]1.C(=O)([O-])O.[Na+]. (3) Given the product [Cl:13][C:11]1[C:10]2[N:14]=[N:33][N:17]([CH2:18][C:19]3[CH:24]=[CH:23][C:22]([N+:25]([O-:27])=[O:26])=[C:21]([CH3:28])[CH:20]=3)[C:9]=2[N:8]=[C:7]([NH2:6])[N:12]=1, predict the reactants needed to synthesize it. The reactants are: S(=O)(=O)(O)O.[NH2:6][C:7]1[N:12]=[C:11]([Cl:13])[C:10]([NH:14]C=O)=[C:9]([NH:17][CH2:18][C:19]2[CH:24]=[CH:23][C:22]([N+:25]([O-:27])=[O:26])=[C:21]([CH3:28])[CH:20]=2)[N:8]=1.COC=O.[N:33]([O-])=O.[Na+]. (4) Given the product [PH:7]([O:10][PH:7]([O-:8])=[O:9])([O-:9])=[O:8].[Zr+4:1].[PH:7]([O:10][PH:7]([O-:8])=[O:9])([O-:9])=[O:8], predict the reactants needed to synthesize it. The reactants are: [Zr:1].C([P:7]([OH:10])(=[O:9])[OH:8])[P:7]([OH:10])(=[O:9])[OH:8]. (5) Given the product [Cl:30][C:31]1[CH:36]=[CH:35][C:34]([O:29][CH:8]([C:5]2[CH:4]=[CH:3][C:2]([F:1])=[CH:7][CH:6]=2)[CH2:9][CH2:10][N:11]2[CH2:16][CH2:15][CH:14]([C:17]3[CH:18]=[C:19]([NH:23][C:24](=[O:28])[CH:25]([CH3:26])[CH3:27])[CH:20]=[CH:21][CH:22]=3)[CH2:13][CH2:12]2)=[CH:33][CH:32]=1, predict the reactants needed to synthesize it. The reactants are: [F:1][C:2]1[CH:7]=[CH:6][C:5]([CH:8]([OH:29])[CH2:9][CH2:10][N:11]2[CH2:16][CH2:15][CH:14]([C:17]3[CH:18]=[C:19]([NH:23][C:24](=[O:28])[CH:25]([CH3:27])[CH3:26])[CH:20]=[CH:21][CH:22]=3)[CH2:13][CH2:12]2)=[CH:4][CH:3]=1.[Cl:30][C:31]1[CH:36]=[CH:35][C:34](O)=[CH:33][CH:32]=1.